The task is: Predict which catalyst facilitates the given reaction.. This data is from Catalyst prediction with 721,799 reactions and 888 catalyst types from USPTO. (1) Product: [CH3:14][O:13][C:4]1[CH:5]=[C:6]([O:11][CH3:12])[C:7]([O:9][CH3:10])=[C:8]([CH2:42][CH2:41][CH2:40][CH2:39][CH2:38][CH2:37][CH2:36][CH2:35][CH2:34][CH:33]=[CH2:32])[C:3]=1[O:2][CH3:1]. Reactant: [CH3:1][O:2][C:3]1[CH:8]=[C:7]([O:9][CH3:10])[C:6]([O:11][CH3:12])=[CH:5][C:4]=1[O:13][CH3:14].CN(C)P(N(C)C)(N(C)C)=O.C([Li])CCC.Br[CH2:32][CH2:33][CH2:34][CH2:35][CH2:36][CH2:37][CH2:38][CH2:39][CH2:40][CH:41]=[CH2:42]. The catalyst class is: 1. (2) Reactant: [CH:1]1[C:10]2[C:5](=[CH:6][CH:7]=[CH:8][CH:9]=2)[CH:4]=[CH:3][C:2]=1[OH:11].C([O-])([O-])=O.[K+].[K+].Br[CH2:19][CH2:20][Cl:21]. Product: [CH:1]1[C:10]2[C:5](=[CH:6][CH:7]=[CH:8][CH:9]=2)[CH:4]=[CH:3][C:2]=1[O:11][CH2:19][CH2:20][Cl:21]. The catalyst class is: 21.